Dataset: Full USPTO retrosynthesis dataset with 1.9M reactions from patents (1976-2016). Task: Predict the reactants needed to synthesize the given product. (1) Given the product [Cl:1][C:2]1[C:3]([C:14]2[N:18]([CH3:19])[C:17]3[CH:20]=[CH:21][CH:22]=[CH:23][C:16]=3[N:15]=2)=[N:4][C:5]([N:8]2[CH2:9][CH2:10][N:11]([C:25]([NH:26][CH3:29])=[O:34])[CH2:12][CH2:13]2)=[N:6][CH:7]=1, predict the reactants needed to synthesize it. The reactants are: [Cl:1][C:2]1[C:3]([C:14]2[N:18]([CH3:19])[C:17]3[CH:20]=[CH:21][CH:22]=[CH:23][C:16]=3[N:15]=2)=[N:4][C:5]([N:8]2[CH2:13][CH2:12][NH:11][CH2:10][CH2:9]2)=[N:6][CH:7]=1.C[CH2:25][N:26]([CH2:29]C)CC.ClC(Cl)([O:34]C(=O)OC(Cl)(Cl)Cl)Cl.CN. (2) Given the product [CH2:21]([O:20][C:18]([N:1]1[C:9]2[C:4](=[CH:5][CH:6]=[CH:7][CH:8]=2)[CH:3]=[CH:2]1)=[O:19])[CH2:24][CH2:26][CH3:27], predict the reactants needed to synthesize it. The reactants are: [NH:1]1[C:9]2[C:4](=[CH:5][CH:6]=[CH:7][CH:8]=2)[CH:3]=[CH:2]1.[C:21]([O:20][C:18](O[C:18]([O:20][C:21]([CH3:24])(C)C)=[O:19])=[O:19])(C)(C)[CH3:24].O1CC[CH2:27][CH2:26]1. (3) Given the product [ClH:28].[CH3:1][C:2]1[N:3]=[C:4]2[CH:12]=[CH:11][CH:10]=[C:9]3[N:5]2[C:6]=1[C:7](=[O:27])[N:8]3[CH2:13][CH2:14][CH2:15][CH2:16][CH2:17][CH2:18][NH:19][S:20]([C:23]([F:25])([F:24])[F:26])(=[O:22])=[O:21], predict the reactants needed to synthesize it. The reactants are: [CH3:1][C:2]1[N:3]=[C:4]2[CH:12]=[CH:11][CH:10]=[C:9]3[N:5]2[C:6]=1[C:7](=[O:27])[N:8]3[CH2:13][CH2:14][CH2:15][CH2:16][CH2:17][CH2:18][NH:19][S:20]([C:23]([F:26])([F:25])[F:24])(=[O:22])=[O:21].[ClH:28]. (4) Given the product [CH2:40]([O:38][C:36](=[O:39])[CH:37]=[CH:28][C:4]1[C:5]([O:8][CH2:9][C:10]([N:12]2[CH2:17][C@H:16]([CH3:18])[N:15]([CH2:19][C:20]3[CH:25]=[CH:24][C:23]([F:26])=[CH:22][CH:21]=3)[CH2:14][C@H:13]2[CH3:27])=[O:11])=[N:6][CH:7]=[C:2]([Cl:1])[CH:3]=1)[CH3:41], predict the reactants needed to synthesize it. The reactants are: [Cl:1][C:2]1[CH:3]=[C:4]([CH:28]=O)[C:5]([O:8][CH2:9][C:10]([N:12]2[CH2:17][CH:16]([CH3:18])[N:15]([CH2:19][C:20]3[CH:25]=[CH:24][C:23]([F:26])=[CH:22][CH:21]=3)[CH2:14][CH:13]2[CH3:27])=[O:11])=[N:6][CH:7]=1.C(=O)([O-])[O-].[K+].[K+].[C:36]([O-:39])(=[O:38])[CH3:37].[CH2:40]([PH+](CC)CC)[CH3:41]. (5) Given the product [CH3:1][C@H:2]1[CH2:6][CH2:5][CH2:4][N:3]1[C@H:7]1[CH2:11][CH2:10][N:9]([C:12]2[CH:13]=[C:14]3[C:19](=[CH:20][CH:21]=2)[CH2:18][N:17]([C:23]2[CH:24]=[N:25][CH:26]=[N:27][CH:28]=2)[CH2:16][CH2:15]3)[CH2:8]1, predict the reactants needed to synthesize it. The reactants are: [CH3:1][C@H:2]1[CH2:6][CH2:5][CH2:4][N:3]1[C@H:7]1[CH2:11][CH2:10][N:9]([C:12]2[CH:13]=[C:14]3[C:19](=[CH:20][CH:21]=2)[CH2:18][NH:17][CH2:16][CH2:15]3)[CH2:8]1.Br[C:23]1[CH:24]=[N:25][CH:26]=[N:27][CH:28]=1. (6) Given the product [C:12]([O:11][C:9]([N:5]1[CH2:6][CH2:7][CH2:8][C@@:4]1([CH3:16])[C:3]([OH:17])=[O:2])=[O:10])([CH3:15])([CH3:13])[CH3:14], predict the reactants needed to synthesize it. The reactants are: C[O:2][C:3](=[O:17])[C@:4]1([CH3:16])[CH2:8][CH2:7][CH2:6][N:5]1[C:9]([O:11][C:12]([CH3:15])([CH3:14])[CH3:13])=[O:10].[OH-].[Na+]. (7) Given the product [Cl:1][C:2]1[N:3]=[CH:4][C:5]2[N:6]([CH:10]=[C:11]([C:13]3[CH:18]=[CH:17][C:16]([N:19]([CH3:21])[CH3:20])=[CH:15][CH:14]=3)[N:8]=2)[CH:7]=1, predict the reactants needed to synthesize it. The reactants are: [Cl:1][C:2]1[N:3]=[CH:4][C:5]([NH2:8])=[N:6][CH:7]=1.Br[CH2:10][C:11]([C:13]1[CH:18]=[CH:17][C:16]([N:19]([CH3:21])[CH3:20])=[CH:15][CH:14]=1)=O.C([O-])(O)=O.[Na+]. (8) Given the product [CH3:50][C:30]([O:39][C:40]1[CH:41]=[C:42]2[C:47](=[CH:48][CH:49]=1)[N:46]=[CH:45][CH:44]=[CH:43]2)([CH2:31][C:32]1[CH:33]=[CH:34][C:35]([O:15][CH2:14][CH2:13][C:3]2[N:4]=[C:5]([C:7]3[CH:8]=[CH:9][CH:10]=[CH:11][CH:12]=3)[O:6][C:2]=2[CH3:1])=[CH:36][CH:37]=1)[C:29]([OH:51])=[O:28], predict the reactants needed to synthesize it. The reactants are: [CH3:1][C:2]1[O:6][C:5]([C:7]2[CH:12]=[CH:11][CH:10]=[CH:9][CH:8]=2)=[N:4][C:3]=1[CH2:13][CH2:14][O:15]S(C1C=CC(C)=CC=1)(=O)=O.C([O:28][C:29](=[O:51])[C:30]([CH3:50])([O:39][C:40]1[CH:41]=[C:42]2[C:47](=[CH:48][CH:49]=1)[N:46]=[CH:45][CH:44]=[CH:43]2)[CH2:31][C:32]1[CH:37]=[CH:36][C:35](O)=[CH:34][CH:33]=1)C.C([O-])([O-])=O.[K+].[K+].[OH-].[Na+]. (9) Given the product [CH2:1]([N:3]1[CH2:4][CH2:5][N:6]([C:9]([C@:11]23[CH2:37][CH2:36][C@@H:35]([C:38]4([CH3:41])[CH2:39][CH2:40]4)[C@@H:12]2[C@@H:13]2[C@@:26]([CH3:29])([CH2:27][CH2:28]3)[C@@:25]3([CH3:30])[C@@H:16]([C@:17]4([CH3:34])[C@@H:22]([CH2:23][CH2:24]3)[C:21]([CH3:31])([CH3:32])[C@@H:20]([O:33][C:48](=[O:50])[CH2:49][C:43]([CH3:51])([CH3:42])[CH2:44][C:45]([OH:47])=[O:46])[CH2:19][CH2:18]4)[CH2:15][CH2:14]2)=[O:10])[CH2:7][CH2:8]1)[CH3:2], predict the reactants needed to synthesize it. The reactants are: [CH2:1]([N:3]1[CH2:8][CH2:7][N:6]([C:9]([C@:11]23[CH2:37][CH2:36][C@@H:35]([C:38]4([CH3:41])[CH2:40][CH2:39]4)[C@@H:12]2[C@@H:13]2[C@@:26]([CH3:29])([CH2:27][CH2:28]3)[C@@:25]3([CH3:30])[C@@H:16]([C@:17]4([CH3:34])[C@@H:22]([CH2:23][CH2:24]3)[C:21]([CH3:32])([CH3:31])[C@@H:20]([OH:33])[CH2:19][CH2:18]4)[CH2:15][CH2:14]2)=[O:10])[CH2:5][CH2:4]1)[CH3:2].[CH3:42][C:43]1([CH3:51])[CH2:49][C:48](=[O:50])[O:47][C:45](=[O:46])[CH2:44]1.